From a dataset of Forward reaction prediction with 1.9M reactions from USPTO patents (1976-2016). Predict the product of the given reaction. (1) Given the reactants [F:1][C:2]1[CH:7]=[C:6]([N+:8]([O-:10])=[O:9])[CH:5]=[CH:4][C:3]=1[N:11]([CH3:29])[C:12]1[C:13]2[CH:20]=[CH:19][N:18](COCC[Si](C)(C)C)[C:14]=2[N:15]=[CH:16][CH:17]=1.FC(F)(F)C(O)=O.[OH-].[Li+].C(=O)(O)[O-].[Na+], predict the reaction product. The product is: [F:1][C:2]1[CH:7]=[C:6]([N+:8]([O-:10])=[O:9])[CH:5]=[CH:4][C:3]=1[N:11]([CH3:29])[C:12]1[C:13]2[CH:20]=[CH:19][NH:18][C:14]=2[N:15]=[CH:16][CH:17]=1. (2) Given the reactants [NH2:1][CH:2]([CH2:8][C:9]1[C:17]2[C:12](=[C:13]([C:19](=[O:21])[NH2:20])[CH:14]=[CH:15][C:16]=2[Br:18])[NH:11][CH:10]=1)[C:3]([O:5][CH2:6][CH3:7])=[O:4].[CH2:22]=O, predict the reaction product. The product is: [Br:18][C:16]1[CH:15]=[CH:14][C:13]([C:19](=[O:21])[NH2:20])=[C:12]2[C:17]=1[C:9]1[CH2:8][CH:2]([C:3]([O:5][CH2:6][CH3:7])=[O:4])[NH:1][CH2:22][C:10]=1[NH:11]2. (3) Given the reactants [OH:1][CH:2]([C:24]1[CH:29]=[CH:28][C:27]([CH:30]([CH3:32])[CH3:31])=[CH:26][CH:25]=1)[C:3]1[C:11]2[O:10][C:9]([CH3:13])([CH3:12])[CH2:8][C:7]=2[C:6]([CH3:14])=[C:5]([NH:15][C:16](=[O:22])[CH2:17][C:18]([CH3:21])([CH3:20])[CH3:19])[C:4]=1[CH3:23], predict the reaction product. The product is: [CH:30]([C:27]1[CH:26]=[CH:25][C:24]([C:2]([C:3]2[C:11]3[O:10][C:9]([CH3:13])([CH3:12])[CH2:8][C:7]=3[C:6]([CH3:14])=[C:5]([NH:15][C:16](=[O:22])[CH2:17][C:18]([CH3:21])([CH3:20])[CH3:19])[C:4]=2[CH3:23])=[O:1])=[CH:29][CH:28]=1)([CH3:32])[CH3:31]. (4) Given the reactants [CH3:1][O:2][C:3]1[CH:4]=[C:5]([C:11]2[CH:12]=[C:13]([C:22](O)=[O:23])[C:14]3[O:18][CH:17]([CH:19]=[CH2:20])[CH2:16][C:15]=3[CH:21]=2)[CH:6]=[CH:7][C:8]=1[O:9][CH3:10].Cl.[CH3:26][O:27][C:28](=[O:41])[C@@H:29]([CH2:31][C:32]1[C:40]2[C:35](=[CH:36][CH:37]=[CH:38][CH:39]=2)[NH:34][CH:33]=1)[NH2:30].C(Cl)CCl.C1C=CC2N(O)N=NC=2C=1, predict the reaction product. The product is: [CH3:26][O:27][C:28](=[O:41])[C@H:29]([NH:30][C:22]([C:13]1[C:14]2[O:18][CH:17]([CH:19]=[CH2:20])[CH2:16][C:15]=2[CH:21]=[C:11]([C:5]2[CH:6]=[CH:7][C:8]([O:9][CH3:10])=[C:3]([O:2][CH3:1])[CH:4]=2)[CH:12]=1)=[O:23])[CH2:31][C:32]1[C:40]2[C:35](=[CH:36][CH:37]=[CH:38][CH:39]=2)[NH:34][CH:33]=1. (5) Given the reactants [CH3:1][NH:2][CH:3]1[C:12]2[N:11]=[CH:10][CH:9]=[CH:8][C:7]=2[CH2:6][CH2:5][CH2:4]1.[CH2:13](Br)[C:14]#[CH:15].[I-].[Na+].C(=O)([O-])[O-].[Na+].[Na+], predict the reaction product. The product is: [CH3:1][N:2]([CH2:15][C:14]#[CH:13])[CH:3]1[C:12]2[N:11]=[CH:10][CH:9]=[CH:8][C:7]=2[CH2:6][CH2:5][CH2:4]1. (6) Given the reactants [CH3:1][O:2][C:3](=[O:33])[CH2:4][CH2:5][CH2:6][CH2:7][CH2:8][O:9][C:10]1[C:11]([NH2:32])=[CH:12][C:13]2[N:17]=[C:16]([C:18]3[CH:23]=[CH:22][CH:21]=[CH:20][CH:19]=3)[N:15]([C:24]3[CH:29]=[CH:28][C:27]([CH3:30])=[CH:26][CH:25]=3)[C:14]=2[CH:31]=1.[Cl:34][C:35]1[CH:40]=[CH:39][C:38]([S:41](Cl)(=[O:43])=[O:42])=[CH:37][CH:36]=1, predict the reaction product. The product is: [CH3:1][O:2][C:3](=[O:33])[CH2:4][CH2:5][CH2:6][CH2:7][CH2:8][O:9][C:10]1[C:11]([NH:32][S:41]([C:38]2[CH:39]=[CH:40][C:35]([Cl:34])=[CH:36][CH:37]=2)(=[O:43])=[O:42])=[CH:12][C:13]2[N:17]=[C:16]([C:18]3[CH:23]=[CH:22][CH:21]=[CH:20][CH:19]=3)[N:15]([C:24]3[CH:25]=[CH:26][C:27]([CH3:30])=[CH:28][CH:29]=3)[C:14]=2[CH:31]=1. (7) Given the reactants [NH:1]1[CH:5]=[C:4]([C:6]2[CH:11]=[C:10]([C:12]#[N:13])[CH:9]=[CH:8][N:7]=2)[N:3]=[CH:2]1.Cl.ClC[CH2:17][C:18]1[CH:23]=[CH:22][CH:21]=[CH:20][N:19]=1, predict the reaction product. The product is: [N:19]1[CH:20]=[CH:21][CH:22]=[CH:23][C:18]=1[CH2:17][N:1]1[CH:5]=[C:4]([C:6]2[CH:11]=[C:10]([C:12]#[N:13])[CH:9]=[CH:8][N:7]=2)[N:3]=[CH:2]1.